This data is from Catalyst prediction with 721,799 reactions and 888 catalyst types from USPTO. The task is: Predict which catalyst facilitates the given reaction. Reactant: [CH2:1]([O:5][C:6]1[N:14]=[C:13]2[C:9]([N:10]=[C:11]([O:26][CH3:27])[N:12]2[CH2:15][C:16]2[CH:17]=[N:18][C:19]([O:22][CH2:23][CH2:24]O)=[CH:20][CH:21]=2)=[C:8]([NH2:28])[N:7]=1)[CH2:2][CH2:3][CH3:4].C(N(CC)CC)C.CS([Cl:40])(=O)=O. Product: [CH2:1]([O:5][C:6]1[N:14]=[C:13]2[C:9]([N:10]=[C:11]([O:26][CH3:27])[N:12]2[CH2:15][C:16]2[CH:17]=[N:18][C:19]([O:22][CH2:23][CH2:24][Cl:40])=[CH:20][CH:21]=2)=[C:8]([NH2:28])[N:7]=1)[CH2:2][CH2:3][CH3:4]. The catalyst class is: 546.